This data is from hERG potassium channel inhibition data for cardiac toxicity prediction from Karim et al.. The task is: Regression/Classification. Given a drug SMILES string, predict its toxicity properties. Task type varies by dataset: regression for continuous values (e.g., LD50, hERG inhibition percentage) or binary classification for toxic/non-toxic outcomes (e.g., AMES mutagenicity, cardiotoxicity, hepatotoxicity). Dataset: herg_karim. (1) The molecule is FC(F)(F)Oc1ccc(Cl)c(CNC2CCC3CCC2(c2ccccc2)N3)c1. The result is 1 (blocker). (2) The molecule is COc1ccc(C2CN(CCC3CCOCC3)CC2CNC(=O)c2cccc(Cl)c2)cc1. The result is 1 (blocker). (3) The molecule is CN(C)CCCn1ncc2cc(-n3ccc(OCc4ccccc4)cc3=O)ccc21. The result is 1 (blocker). (4) The molecule is COC1COCCC1N[C@@H]1C[C@H]2C[C@@H](OC)C[C@@]2(C(=O)N2CCc3ncc(C(F)(F)F)cc3C2)C1. The result is 0 (non-blocker).